This data is from NCI-60 drug combinations with 297,098 pairs across 59 cell lines. The task is: Regression. Given two drug SMILES strings and cell line genomic features, predict the synergy score measuring deviation from expected non-interaction effect. (1) Drug 1: C1=NC2=C(N=C(N=C2N1C3C(C(C(O3)CO)O)O)F)N. Drug 2: COC1=C2C(=CC3=C1OC=C3)C=CC(=O)O2. Cell line: EKVX. Synergy scores: CSS=-7.35, Synergy_ZIP=3.88, Synergy_Bliss=2.09, Synergy_Loewe=-8.58, Synergy_HSA=-9.12. (2) Drug 1: C1=CC(=CC=C1CCCC(=O)O)N(CCCl)CCCl. Drug 2: C(CN)CNCCSP(=O)(O)O. Cell line: BT-549. Synergy scores: CSS=14.6, Synergy_ZIP=-6.38, Synergy_Bliss=-3.32, Synergy_Loewe=-15.0, Synergy_HSA=-3.66. (3) Drug 1: CC12CCC3C(C1CCC2O)C(CC4=C3C=CC(=C4)O)CCCCCCCCCS(=O)CCCC(C(F)(F)F)(F)F. Drug 2: C1CN(CCN1C(=O)CCBr)C(=O)CCBr. Cell line: UACC-257. Synergy scores: CSS=1.78, Synergy_ZIP=-1.39, Synergy_Bliss=-0.780, Synergy_Loewe=-7.12, Synergy_HSA=-4.16. (4) Drug 1: CCCS(=O)(=O)NC1=C(C(=C(C=C1)F)C(=O)C2=CNC3=C2C=C(C=N3)C4=CC=C(C=C4)Cl)F. Drug 2: C1CC(C1)(C(=O)O)C(=O)O.[NH2-].[NH2-].[Pt+2]. Cell line: UACC62. Synergy scores: CSS=55.6, Synergy_ZIP=-2.25, Synergy_Bliss=-0.550, Synergy_Loewe=1.42, Synergy_HSA=4.68. (5) Drug 1: CCC1(CC2CC(C3=C(CCN(C2)C1)C4=CC=CC=C4N3)(C5=C(C=C6C(=C5)C78CCN9C7C(C=CC9)(C(C(C8N6C=O)(C(=O)OC)O)OC(=O)C)CC)OC)C(=O)OC)O.OS(=O)(=O)O. Drug 2: CC12CCC3C(C1CCC2OP(=O)(O)O)CCC4=C3C=CC(=C4)OC(=O)N(CCCl)CCCl.[Na+]. Cell line: HCC-2998. Synergy scores: CSS=14.2, Synergy_ZIP=9.79, Synergy_Bliss=12.8, Synergy_Loewe=9.07, Synergy_HSA=3.65.